From a dataset of Forward reaction prediction with 1.9M reactions from USPTO patents (1976-2016). Predict the product of the given reaction. (1) Given the reactants [N:1]1[CH:6]=[CH:5][CH:4]=[CH:3][C:2]=1[NH:7][C:8](=O)[O:9]C1C=CC=CC=1.[Si:17]([O:24][C@H:25]1[C@H:31]2[CH2:32][N:27]([C:28]3[CH:36]=[CH:35][C:34]([C:37]4[CH:42]=[CH:41][CH:40]=[C:39]([Cl:43])[CH:38]=4)=[N:33][C:29]=3[NH:30]2)[CH2:26]1)([C:20]([CH3:23])([CH3:22])[CH3:21])([CH3:19])[CH3:18], predict the reaction product. The product is: [Si:17]([O:24][C@H:25]1[C@H:31]2[CH2:32][N:27]([C:28]3[CH:36]=[CH:35][C:34]([C:37]4[CH:42]=[CH:41][CH:40]=[C:39]([Cl:43])[CH:38]=4)=[N:33][C:29]=3[N:30]2[C:8]([NH:7][C:2]2[CH:3]=[CH:4][CH:5]=[CH:6][N:1]=2)=[O:9])[CH2:26]1)([C:20]([CH3:23])([CH3:21])[CH3:22])([CH3:18])[CH3:19]. (2) Given the reactants [N+:1]([C:4]1[CH:10]=[CH:9][C:7]([NH2:8])=[CH:6][CH:5]=1)([O-:3])=[O:2].[CH3:11][O:12][C:13]([C:15]#[C:16][C:17]([O:19][CH3:20])=[O:18])=[O:14], predict the reaction product. The product is: [N+:1]([C:4]1[CH:10]=[CH:9][C:7]([NH:8][C:15](=[CH:16][C:17]([O:19][CH3:20])=[O:18])[C:13]([O:12][CH3:11])=[O:14])=[CH:6][CH:5]=1)([O-:3])=[O:2]. (3) Given the reactants Cl.[CH3:2][O:3][NH2:4].[CH2:5]([O:12][C@:13]1([CH3:36])[C@H:17]([O:18][CH2:19][C:20]2[CH:25]=[CH:24][CH:23]=[CH:22][CH:21]=2)[C@@H:16]([CH2:26][O:27][CH2:28][C:29]2[CH:34]=[CH:33][CH:32]=[CH:31][CH:30]=2)[O:15][C@@H:14]1O)[C:6]1[CH:11]=[CH:10][CH:9]=[CH:8][CH:7]=1.CO, predict the reaction product. The product is: [CH2:28]([O:27][CH2:26][C@@H:16]([OH:15])[C@@H:17]([O:18][CH2:19][C:20]1[CH:21]=[CH:22][CH:23]=[CH:24][CH:25]=1)[C@@:13]([O:12][CH2:5][C:6]1[CH:11]=[CH:10][CH:9]=[CH:8][CH:7]=1)([CH:36]=[N:4][O:3][CH3:2])[CH3:14])[C:29]1[CH:34]=[CH:33][CH:32]=[CH:31][CH:30]=1. (4) Given the reactants P(Cl)(Cl)Cl.[C:5]1([CH2:11][C:12]([NH:14][C@@H:15]2[C:44](=[O:45])[N:17]3[C:18]([C:28]([O:30][CH:31]([C:38]4[CH:43]=[CH:42][CH:41]=[CH:40][CH:39]=4)[C:32]4[CH:37]=[CH:36][CH:35]=[CH:34][CH:33]=4)=[O:29])=[C:19]([C@@H:23]4[CH2:27][CH2:26][CH2:25][O:24]4)[CH2:20][S:21](=O)[C@H:16]23)=[O:13])[CH:10]=[CH:9][CH:8]=[CH:7][CH:6]=1.CN(C)C=O, predict the reaction product. The product is: [C:5]1([CH2:11][C:12]([NH:14][C@@H:15]2[C:44](=[O:45])[N:17]3[C:18]([C:28]([O:30][CH:31]([C:38]4[CH:39]=[CH:40][CH:41]=[CH:42][CH:43]=4)[C:32]4[CH:33]=[CH:34][CH:35]=[CH:36][CH:37]=4)=[O:29])=[C:19]([C@@H:23]4[CH2:27][CH2:26][CH2:25][O:24]4)[CH2:20][S:21][C@H:16]23)=[O:13])[CH:10]=[CH:9][CH:8]=[CH:7][CH:6]=1. (5) Given the reactants CN(C)[CH:3]=[O:4].Br[C:7]1[CH:12]=[CH:11][CH:10]=[C:9]([CH2:13][C:14]2[N:15]=[C:16]([C:20]3[CH:25]=[CH:24][C:23]([CH3:26])=[CH:22][CH:21]=3)[O:17][C:18]=2[CH3:19])[CH:8]=1.C([O-])=O.[Na+], predict the reaction product. The product is: [CH3:19][C:18]1[O:17][C:16]([C:20]2[CH:25]=[CH:24][C:23]([CH3:26])=[CH:22][CH:21]=2)=[N:15][C:14]=1[CH2:13][C:9]1[CH:8]=[C:7]([CH:12]=[CH:11][CH:10]=1)[CH:3]=[O:4]. (6) Given the reactants [Cl:1][C:2]1[C:22]([N+:23]([O-])=O)=[CH:21][CH:20]=[CH:19][C:3]=1[CH2:4][N:5]1[CH2:10][CH2:9][N:8]([C:11]([O:13][C:14]([CH3:17])([CH3:16])[CH3:15])=[O:12])[C@@H:7]([CH3:18])[CH2:6]1, predict the reaction product. The product is: [NH2:23][C:22]1[C:2]([Cl:1])=[C:3]([CH:19]=[CH:20][CH:21]=1)[CH2:4][N:5]1[CH2:10][CH2:9][N:8]([C:11]([O:13][C:14]([CH3:17])([CH3:15])[CH3:16])=[O:12])[C@@H:7]([CH3:18])[CH2:6]1. (7) Given the reactants [CH3:1][O:2][C:3]1[CH:8]=[CH:7][C:6]([S:9]([N:12]2[CH2:18][C:17]3[CH:19]=[CH:20][C:21]([C:23](OC)=[O:24])=[CH:22][C:16]=3[O:15][C@H:14]([CH3:27])[CH2:13]2)(=[O:11])=[O:10])=[CH:5][CH:4]=1.[OH-:28].[Na+].[NH2:30]O, predict the reaction product. The product is: [OH:28][NH:30][C:23]([C:21]1[CH:20]=[CH:19][C:17]2[CH2:18][N:12]([S:9]([C:6]3[CH:7]=[CH:8][C:3]([O:2][CH3:1])=[CH:4][CH:5]=3)(=[O:11])=[O:10])[CH2:13][C@@H:14]([CH3:27])[O:15][C:16]=2[CH:22]=1)=[O:24]. (8) Given the reactants [OH:1][C:2]1[CH:3]=[CH:4][C:5]2[CH:9]=[C:8]([C:10]([O:12][CH3:13])=[O:11])[S:7][C:6]=2[CH:14]=1.[F:15][C:16]([F:26])([F:25])[C:17]1[CH:24]=[CH:23][C:20]([CH2:21]Br)=[CH:19][CH:18]=1.C(=O)([O-])[O-].[K+].[K+].C(#N)C, predict the reaction product. The product is: [F:15][C:16]([F:25])([F:26])[C:17]1[CH:24]=[CH:23][C:20]([CH2:21][O:1][C:2]2[CH:3]=[CH:4][C:5]3[CH:9]=[C:8]([C:10]([O:12][CH3:13])=[O:11])[S:7][C:6]=3[CH:14]=2)=[CH:19][CH:18]=1.